Dataset: Peptide-MHC class I binding affinity with 185,985 pairs from IEDB/IMGT. Task: Regression. Given a peptide amino acid sequence and an MHC pseudo amino acid sequence, predict their binding affinity value. This is MHC class I binding data. (1) The peptide sequence is IPKGIMMNV. The MHC is HLA-B54:01 with pseudo-sequence HLA-B54:01. The binding affinity (normalized) is 0.751. (2) The peptide sequence is FQTKGLGISY. The MHC is HLA-A68:02 with pseudo-sequence HLA-A68:02. The binding affinity (normalized) is 0. (3) The binding affinity (normalized) is 0.387. The MHC is HLA-A02:01 with pseudo-sequence HLA-A02:01. The peptide sequence is SLDQTHIKTI. (4) The peptide sequence is NIERQDYRR. The MHC is HLA-A30:01 with pseudo-sequence HLA-A30:01. The binding affinity (normalized) is 0. (5) The MHC is HLA-B44:02 with pseudo-sequence HLA-B44:02. The binding affinity (normalized) is 0.0847. The peptide sequence is KCRVKMEKL.